From a dataset of Forward reaction prediction with 1.9M reactions from USPTO patents (1976-2016). Predict the product of the given reaction. (1) Given the reactants [F:1][C:2]([F:25])([F:24])[C:3]1[CH:19]=[C:18]([C:20]([F:23])([F:22])[F:21])[CH:17]=[CH:16][C:4]=1[CH2:5][O:6][C:7]1[CH:14]=[CH:13][C:10]([CH:11]=O)=[CH:9][C:8]=1[F:15].[CH3:26][NH:27][C:28]1[CH2:32][S:31][C:30](=[O:33])[N:29]=1.CC(C)([O-])C.[K+].O, predict the reaction product. The product is: [F:25][C:2]([F:1])([F:24])[C:3]1[CH:19]=[C:18]([C:20]([F:23])([F:22])[F:21])[CH:17]=[CH:16][C:4]=1[CH2:5][O:6][C:7]1[CH:14]=[CH:13][C:10](/[CH:11]=[C:32]2/[C:28]([NH:27][CH3:26])=[N:29][C:30](=[O:33])[S:31]/2)=[CH:9][C:8]=1[F:15]. (2) The product is: [C:27]1([CH2:26][O:25][C:22]2[CH:23]=[CH:24][C:19]([C:6]3[C:7]([C:15]([F:17])([F:18])[F:16])=[CH:8][C:9]4[C:14](=[CH:13][CH:12]=[CH:11][CH:10]=4)[C:5]=3[OH:4])=[CH:20][CH:21]=2)[CH:32]=[CH:31][CH:30]=[CH:29][CH:28]=1. Given the reactants COC[O:4][C:5]1[C:14]2[C:9](=[CH:10][CH:11]=[CH:12][CH:13]=2)[CH:8]=[C:7]([C:15]([F:18])([F:17])[F:16])[C:6]=1[C:19]1[CH:24]=[CH:23][C:22]([O:25][CH2:26][C:27]2[CH:32]=[CH:31][CH:30]=[CH:29][CH:28]=2)=[CH:21][CH:20]=1.Cl, predict the reaction product. (3) The product is: [Cl:31][C:18]1[CH:17]=[C:16]([CH:21]=[CH:20][C:19]=1[O:22][CH2:23][C:24]1[CH:29]=[CH:28][CH:27]=[C:26]([F:30])[CH:25]=1)[NH:15][C:9]1[C:8]2[C:13](=[CH:14][C:5]([O:4][CH2:3][CH2:2][N:38]3[CH2:43][CH2:42][CH2:41][CH2:40][CH2:39]3)=[CH:6][C:7]=2[O:32][CH:33]2[CH2:37][CH2:36][O:35][CH2:34]2)[N:12]=[CH:11][N:10]=1. Given the reactants Cl[CH2:2][CH2:3][O:4][C:5]1[CH:14]=[C:13]2[C:8]([C:9]([NH:15][C:16]3[CH:21]=[CH:20][C:19]([O:22][CH2:23][C:24]4[CH:29]=[CH:28][CH:27]=[C:26]([F:30])[CH:25]=4)=[C:18]([Cl:31])[CH:17]=3)=[N:10][CH:11]=[N:12]2)=[C:7]([O:32][CH:33]2[CH2:37][CH2:36][O:35][CH2:34]2)[CH:6]=1.[NH:38]1[CH2:43][CH2:42][CH2:41][CH2:40][CH2:39]1, predict the reaction product. (4) Given the reactants [C:1]([NH:4][C:5]1[N:10]=[C:9]([C:11]([NH2:13])=O)[CH:8]=[CH:7][CH:6]=1)(=O)[CH3:2].[H-].[H-].[H-].[H-].[Li+].[Al+3].[OH-].[Na+], predict the reaction product. The product is: [CH2:1]([NH:4][C:5]1[CH:6]=[CH:7][CH:8]=[C:9]([CH2:11][NH2:13])[N:10]=1)[CH3:2]. (5) The product is: [CH2:1]([O:3][C:4](=[O:24])[CH2:5][N:6]([C:16]1[CH:21]=[C:20]([N:29]([CH2:25][CH2:26][CH2:27][CH3:28])[CH2:30][CH3:31])[N:19]=[C:18]([CH3:23])[N:17]=1)[C:7]1[C:12]([CH3:13])=[CH:11][C:10]([CH3:14])=[CH:9][C:8]=1[CH3:15])[CH3:2]. Given the reactants [CH2:1]([O:3][C:4](=[O:24])[CH2:5][N:6]([C:16]1[CH:21]=[C:20](Cl)[N:19]=[C:18]([CH3:23])[N:17]=1)[C:7]1[C:12]([CH3:13])=[CH:11][C:10]([CH3:14])=[CH:9][C:8]=1[CH3:15])[CH3:2].[CH2:25]([NH:29][CH2:30][CH3:31])[CH2:26][CH2:27][CH3:28], predict the reaction product. (6) Given the reactants [P:1]([O:5][CH2:6][C@H:7]1[O:11][C@@H:10]([N:12]2[CH:19]=[C:18]([CH2:20][C:21]#[C:22][CH2:23][O:24][CH2:25][CH2:26][NH:27][C:28](=[O:33])[C:29]([F:32])([F:31])[F:30])[C:16](=[O:17])[NH:15][C:13]2=[O:14])[CH2:9][CH2:8]1)([OH:4])([OH:3])=[O:2].C(N1C=CN=C1)(N1C=CN=C1)=O.[O-:46][P:47]([O:50][P:51]([O-])([O-:53])=[O:52])(=[O:49])[O-:48].C([N+](CCCC)(CCCC)CCCC)CCC.C([N+](CCCC)(CCCC)CCCC)CCC.C([N+](CCCC)(CCCC)CCCC)CCC.C([N+](CCCC)(CCCC)CCCC)CCC, predict the reaction product. The product is: [P:1]([O:5][CH2:6][C@H:7]1[O:11][C@@H:10]([N:12]2[CH:19]=[C:18]([CH2:20][C:21]#[C:22][CH2:23][O:24][CH2:25][CH2:26][NH:27][C:28](=[O:33])[C:29]([F:30])([F:31])[F:32])[C:16](=[O:17])[NH:15][C:13]2=[O:14])[CH2:9][CH2:8]1)([O:3][P:51]([O:50][P:47]([OH:49])([OH:48])=[O:46])([OH:53])=[O:52])(=[O:4])[OH:2].